The task is: Predict the product of the given reaction.. This data is from Forward reaction prediction with 1.9M reactions from USPTO patents (1976-2016). (1) The product is: [CH3:29][N:25]1[CH:26]=[C:27]([CH3:28])[C:23]([N:22]([CH3:21])[C:12]([C:10]2[CH:9]=[CH:8][C:7]([N:15]3[CH2:18][C:17]([F:20])([F:19])[CH2:16]3)=[C:6]([O:5][CH2:4][CH:1]3[CH2:2][CH2:3]3)[N:11]=2)=[O:14])=[N:24]1. Given the reactants [CH:1]1([CH2:4][O:5][C:6]2[N:11]=[C:10]([C:12]([OH:14])=O)[CH:9]=[CH:8][C:7]=2[N:15]2[CH2:18][C:17]([F:20])([F:19])[CH2:16]2)[CH2:3][CH2:2]1.[CH3:21][NH:22][C:23]1[C:27]([CH3:28])=[CH:26][N:25]([CH3:29])[N:24]=1, predict the reaction product. (2) The product is: [N:1]([CH2:6][C:7]([C:9]1[CH:14]=[CH:13][C:12]([O:15][CH2:16][C:17]2[CH:26]=[CH:25][C:24]3[C:19](=[CH:20][CH:21]=[C:22]([F:27])[CH:23]=3)[N:18]=2)=[CH:11][C:10]=1[CH:28]([C:33]1[CH:38]=[CH:37][CH:36]=[CH:35][CH:34]=1)[C:29]([CH3:30])([CH3:31])[CH3:32])=[O:8])=[N+:2]=[N-:3]. Given the reactants [N-:1]=[N+:2]=[N-:3].[Na+].Br[CH2:6][C:7]([C:9]1[CH:14]=[CH:13][C:12]([O:15][CH2:16][C:17]2[CH:26]=[CH:25][C:24]3[C:19](=[CH:20][CH:21]=[C:22]([F:27])[CH:23]=3)[N:18]=2)=[CH:11][C:10]=1[CH:28]([C:33]1[CH:38]=[CH:37][CH:36]=[CH:35][CH:34]=1)[C:29]([CH3:32])([CH3:31])[CH3:30])=[O:8].O, predict the reaction product. (3) Given the reactants [CH2:1]([S:3]([N:6]1[C:18]2[CH2:17][CH2:16][CH:15]([CH:19]3[CH2:24][CH2:23][O:22][CH2:21][CH2:20]3)[CH2:14][C:13]=2[C:12]2[C:7]1=[CH:8][CH:9]=[C:10]([C:25]([OH:27])=O)[CH:11]=2)(=[O:5])=[O:4])[CH3:2].Cl.[NH:29]1[CH2:34][CH2:33][CH2:32][C@@H:31]([OH:35])[CH2:30]1.C(N(C(C)C)C(C)C)C.CN(C(ON1N=NC2C=CC=NC1=2)=[N+](C)C)C.F[P-](F)(F)(F)(F)F, predict the reaction product. The product is: [CH2:1]([S:3]([N:6]1[C:18]2[CH2:17][CH2:16][CH:15]([CH:19]3[CH2:24][CH2:23][O:22][CH2:21][CH2:20]3)[CH2:14][C:13]=2[C:12]2[C:7]1=[CH:8][CH:9]=[C:10]([C:25]([N:29]1[CH2:34][CH2:33][CH2:32][C@@H:31]([OH:35])[CH2:30]1)=[O:27])[CH:11]=2)(=[O:5])=[O:4])[CH3:2]. (4) Given the reactants [C:1]1([C:7]2[C:11]3[CH:12]=[N:13][CH:14]=[CH:15][C:10]=3[O:9][C:8]=2[C:16]2[CH:21]=[CH:20][C:19]([C:22]3([NH:26]C(=O)OC(C)(C)C)[CH2:25][CH2:24][CH2:23]3)=[CH:18][CH:17]=2)[CH:6]=[CH:5][CH:4]=[CH:3][CH:2]=1.C(O)(C(F)(F)F)=O, predict the reaction product. The product is: [C:1]1([C:7]2[C:11]3[CH:12]=[N:13][CH:14]=[CH:15][C:10]=3[O:9][C:8]=2[C:16]2[CH:21]=[CH:20][C:19]([C:22]3([NH2:26])[CH2:25][CH2:24][CH2:23]3)=[CH:18][CH:17]=2)[CH:2]=[CH:3][CH:4]=[CH:5][CH:6]=1. (5) Given the reactants [F:1][C:2]([F:12])([F:11])[C:3]1[CH:10]=[CH:9][C:6]([CH2:7][OH:8])=[CH:5][CH:4]=1.O1CCCC1.CC(C)([O-])C.[K+].Cl[C:25]1[N:29]([CH3:30])[N:28]=[CH:27][C:26]=1[CH:31]=[O:32], predict the reaction product. The product is: [CH3:30][N:29]1[C:25]([O:8][CH2:7][C:6]2[CH:9]=[CH:10][C:3]([C:2]([F:11])([F:12])[F:1])=[CH:4][CH:5]=2)=[C:26]([CH:31]=[O:32])[CH:27]=[N:28]1. (6) Given the reactants [CH:1]1([NH:7][CH2:8][C:9]([OH:16])([CH3:15])[C:10]([O:12][CH2:13][CH3:14])=[O:11])[CH2:6][CH2:5][CH2:4][CH2:3][CH2:2]1.[CH2:17](Br)[C:18]1[CH:23]=[CH:22][CH:21]=[CH:20][CH:19]=1.C([O-])([O-])=O.[K+].[K+].CCOC(C)=O, predict the reaction product. The product is: [CH2:17]([N:7]([CH:1]1[CH2:2][CH2:3][CH2:4][CH2:5][CH2:6]1)[CH2:8][C:9]([OH:16])([CH3:15])[C:10]([O:12][CH2:13][CH3:14])=[O:11])[C:18]1[CH:23]=[CH:22][CH:21]=[CH:20][CH:19]=1.